From a dataset of Full USPTO retrosynthesis dataset with 1.9M reactions from patents (1976-2016). Predict the reactants needed to synthesize the given product. (1) Given the product [CH:1]([O:4][C:5]1[CH:6]=[C:7]([CH:10]=[CH:11][N:12]=1)[C:8]([OH:16])=[O:13])([CH3:3])[CH3:2], predict the reactants needed to synthesize it. The reactants are: [CH:1]([O:4][C:5]1[CH:6]=[C:7]([CH:10]=[CH:11][N:12]=1)[C:8]#N)([CH3:3])[CH3:2].[OH-:13].[Na+].Cl.[OH2:16]. (2) Given the product [F:17][C:12]1[CH:13]=[CH:14][CH:15]=[CH:16][C:11]=1[C:10]1[C:4]2[C:5](=[CH:6][N:7]=[C:2]([C:34]3[N:30]([CH:25]4[CH2:26][CH2:27][CH2:28][CH2:29][O:24]4)[CH:31]=[N:32][CH:33]=3)[CH:3]=2)[N:8]([CH:18]2[CH2:23][CH2:22][CH2:21][CH2:20][O:19]2)[N:9]=1, predict the reactants needed to synthesize it. The reactants are: Br[C:2]1[CH:3]=[C:4]2[C:10]([C:11]3[CH:16]=[CH:15][CH:14]=[CH:13][C:12]=3[F:17])=[N:9][N:8]([CH:18]3[CH2:23][CH2:22][CH2:21][CH2:20][O:19]3)[C:5]2=[CH:6][N:7]=1.[O:24]1[CH2:29][CH2:28][CH2:27][CH2:26][CH:25]1[N:30]1[C:34](B2OC(C)(C)C(C)(C)O2)=[CH:33][N:32]=[CH:31]1.[F-].[Cs+].CN(C=O)C.